Dataset: Forward reaction prediction with 1.9M reactions from USPTO patents (1976-2016). Task: Predict the product of the given reaction. Given the reactants [C:1]([O:5][CH:6]([C:11]1[N:16]([CH3:17])[C:15](=[O:18])[C:14]2[NH:19][CH:20]=[CH:21][C:13]=2[C:12]=1[C:22]1[CH:27]=[CH:26][C:25]([Cl:28])=[CH:24][CH:23]=1)[C:7]([O:9]C)=[O:8])([CH3:4])([CH3:3])[CH3:2].Br[CH:30]([C:32]1[CH:37]=[CH:36][CH:35]=[CH:34][CH:33]=1)[CH3:31], predict the reaction product. The product is: [C:1]([O:5][CH:6]([C:11]1[N:16]([CH3:17])[C:15](=[O:18])[C:14]2[N:19]([CH:30]([C:32]3[CH:37]=[CH:36][CH:35]=[CH:34][CH:33]=3)[CH3:31])[CH:20]=[CH:21][C:13]=2[C:12]=1[C:22]1[CH:23]=[CH:24][C:25]([Cl:28])=[CH:26][CH:27]=1)[C:7]([OH:9])=[O:8])([CH3:2])([CH3:4])[CH3:3].